From a dataset of Forward reaction prediction with 1.9M reactions from USPTO patents (1976-2016). Predict the product of the given reaction. (1) Given the reactants C(OC(=O)C)(=O)C.[CH3:8][CH:9]([CH2:13][CH2:14][C:15]([OH:17])=O)[C:10](O)=[O:11].[NH4+:18].[OH-], predict the reaction product. The product is: [CH3:8][CH:9]1[CH2:13][CH2:14][C:15](=[O:17])[NH:18][C:10]1=[O:11]. (2) Given the reactants [Cl:1][C:2]1[N:7]=[CH:6][C:5]([CH2:8][C:9]2[C:18]3[C:13](=[CH:14][CH:15]=[CH:16][CH:17]=3)[C:12]([O:19][CH3:20])=[C:11]([C:21]([NH:23][C@H:24]3[CH2:29][CH2:28]C[CH2:26][C@@H:25]3[OH:30])=[O:22])[CH:10]=2)=[CH:4][CH:3]=1.N[C@H]1CCCC[C@@H]1[OH:38], predict the reaction product. The product is: [Cl:1][C:2]1[N:7]=[CH:6][C:5]([CH2:8][C:9]2[C:18]3[C:13](=[CH:14][CH:15]=[CH:16][CH:17]=3)[C:12]([O:19][CH3:20])=[C:11]([C:21]([NH:23][C@H:24]3[CH2:29][CH2:28][O:38][CH2:26][C@@H:25]3[OH:30])=[O:22])[CH:10]=2)=[CH:4][CH:3]=1.